The task is: Predict which catalyst facilitates the given reaction.. This data is from Catalyst prediction with 721,799 reactions and 888 catalyst types from USPTO. Reactant: [CH3:1][C:2]1[CH:3]=[C:4]([N:9]=[C:10]=[O:11])[CH:5]=[CH:6][C:7]=1[CH3:8].Cl.[NH2:13][CH2:14][C:15]1[CH:23]=[CH:22][CH:21]=[C:20]2[C:16]=1[CH2:17][N:18]([CH:25]1[CH2:30][CH2:29][C:28](=[O:31])[NH:27][C:26]1=[O:32])[C:19]2=[O:24].C(N(CC)CC)C. Product: [CH3:1][C:2]1[CH:3]=[C:4]([NH:9][C:10]([NH:13][CH2:14][C:15]2[CH:23]=[CH:22][CH:21]=[C:20]3[C:16]=2[CH2:17][N:18]([CH:25]2[CH2:30][CH2:29][C:28](=[O:31])[NH:27][C:26]2=[O:32])[C:19]3=[O:24])=[O:11])[CH:5]=[CH:6][C:7]=1[CH3:8]. The catalyst class is: 1.